The task is: Predict the reaction yield, written as a fraction of the theoretical maximum amount of product (1.0 means a 100% yield; for example, 0.34 means a 34% yield).. This data is from Reaction yield outcomes from USPTO patents with 853,638 reactions. The reactants are [Cl:1][C:2]1[CH:21]=[C:20]([C:22]([F:25])([F:24])[F:23])[CH:19]=[CH:18][C:3]=1[CH2:4][N:5]1[C:9]([C:10](OCC)=[O:11])=[CH:8][C:7]([CH:15]([CH3:17])[CH3:16])=[N:6]1.[H-].C([Al+]CC(C)C)C(C)C.CO.[C@H](O)(C([O-])=O)[C@@H](O)C([O-])=O.[Na+].[K+]. The catalyst is O1CCCC1.C1(C)C=CC=CC=1. The product is [Cl:1][C:2]1[CH:21]=[C:20]([C:22]([F:25])([F:23])[F:24])[CH:19]=[CH:18][C:3]=1[CH2:4][N:5]1[C:9]([CH2:10][OH:11])=[CH:8][C:7]([CH:15]([CH3:17])[CH3:16])=[N:6]1. The yield is 0.990.